This data is from Aqueous solubility values for 9,982 compounds from the AqSolDB database. The task is: Regression/Classification. Given a drug SMILES string, predict its absorption, distribution, metabolism, or excretion properties. Task type varies by dataset: regression for continuous measurements (e.g., permeability, clearance, half-life) or binary classification for categorical outcomes (e.g., BBB penetration, CYP inhibition). For this dataset (solubility_aqsoldb), we predict Y. (1) The drug is C[Hg]C#N. The Y is -0.0821 log mol/L. (2) The Y is 0.655 log mol/L. The molecule is [Cl-].[Cl-].[Cl-].[In+3]. (3) The drug is CC1CCC(O)CC1. The Y is -0.881 log mol/L. (4) The compound is O=c1nc([N+](=O)[O-])[nH][nH]1. The Y is -0.879 log mol/L. (5) The drug is Cc1ccc(NO)cc1. The Y is -0.789 log mol/L.